Predict the reaction yield, written as a fraction of the theoretical maximum amount of product (1.0 means a 100% yield; for example, 0.34 means a 34% yield). From a dataset of Reaction yield outcomes from USPTO patents with 853,638 reactions. (1) The reactants are [F:1][C:2]1[CH:7]=[C:6]([CH3:8])[CH:5]=[CH:4][C:3]=1[NH:9][C:10]1[CH:18]=[C:17]2[C:13]([C:14]([CH2:28][N:29]([CH3:37])[C:30](=[O:36])[O:31][C:32]([CH3:35])([CH3:34])[CH3:33])=[CH:15][N:16]2S(C2C=NC=CC=2)(=O)=O)=[CH:12][CH:11]=1.[F-].C([N+](CCCC)(CCCC)CCCC)CCC.O1CCCC1. The catalyst is O. The product is [F:1][C:2]1[CH:7]=[C:6]([CH3:8])[CH:5]=[CH:4][C:3]=1[NH:9][C:10]1[CH:18]=[C:17]2[C:13]([C:14]([CH2:28][N:29]([CH3:37])[C:30](=[O:36])[O:31][C:32]([CH3:33])([CH3:35])[CH3:34])=[CH:15][NH:16]2)=[CH:12][CH:11]=1. The yield is 0.548. (2) The reactants are Cl.[NH2:2][C@@H:3]1[C:17](=[O:18])[N:16]2[CH2:19][C@H:20]([O:22][C:23]3[N:24]=[C:25]4[C:30](=[C:31]5[C:36]=3[CH:35]=[CH:34][CH:33]=[CH:32]5)[CH:29]=[CH:28][CH:27]=[CH:26]4)[CH2:21][C@H:15]2[C:14](=[O:37])[NH:13][C@:12]2([C:39]([NH:41][S:42]([CH:45]3[CH2:47][CH2:46]3)(=[O:44])=[O:43])=[O:40])[CH2:38][C@H:11]2[CH:10]=[CH:9][CH2:8][CH2:7][CH2:6][CH2:5][CH2:4]1.[N:48]1[CH:53]=[CH:52][N:51]=[CH:50][C:49]=1[C:54](O)=[O:55].CN(C(ON1N=NC2C=CC=NC1=2)=[N+](C)C)C.F[P-](F)(F)(F)(F)F.C(N(C(C)C)CC)(C)C. The catalyst is CN(C)C=O. The product is [CH:45]1([S:42]([NH:41][C:39]([C@@:12]23[CH2:38][C@H:11]2[CH:10]=[CH:9][CH2:8][CH2:7][CH2:6][CH2:5][CH2:4][C@H:3]([NH:2][C:54]([C:49]2[CH:50]=[N:51][CH:52]=[CH:53][N:48]=2)=[O:55])[C:17](=[O:18])[N:16]2[CH2:19][C@H:20]([O:22][C:23]4[N:24]=[C:25]5[C:30](=[C:31]6[C:36]=4[CH:35]=[CH:34][CH:33]=[CH:32]6)[CH:29]=[CH:28][CH:27]=[CH:26]5)[CH2:21][C@H:15]2[C:14](=[O:37])[NH:13]3)=[O:40])(=[O:43])=[O:44])[CH2:46][CH2:47]1. The yield is 0.440. (3) The reactants are [C:1]([O:5][C:6]([NH:8][C:9]1([C:15]([O:17][CH3:18])=[O:16])[CH2:14][CH2:13][NH:12][CH2:11][CH2:10]1)=[O:7])([CH3:4])([CH3:3])[CH3:2].[C:19](O[C:19]([O:21][C:22]([CH3:25])([CH3:24])[CH3:23])=[O:20])([O:21][C:22]([CH3:25])([CH3:24])[CH3:23])=[O:20]. The catalyst is C(Cl)Cl. The product is [C:1]([O:5][C:6]([NH:8][C:9]1([C:15]([O:17][CH3:18])=[O:16])[CH2:14][CH2:13][N:12]([C:19]([O:21][C:22]([CH3:25])([CH3:24])[CH3:23])=[O:20])[CH2:11][CH2:10]1)=[O:7])([CH3:4])([CH3:3])[CH3:2]. The yield is 0.980. (4) The reactants are Br[C:2]1[CH:7]=[CH:6][C:5]([F:8])=[CH:4][N:3]=1.CCOCC.C[C:15]([N:17](C)C)=O. The catalyst is [Cl-].[Na+].O.[Zn].[C-]#N.[Zn+2].[C-]#N.C1(P(C2C=CC=CC=2)[C-]2C=CC=C2)C=CC=CC=1.[C-]1(P(C2C=CC=CC=2)C2C=CC=CC=2)C=CC=C1.[Fe+2].C1C=CC(/C=C/C(/C=C/C2C=CC=CC=2)=O)=CC=1.C1C=CC(/C=C/C(/C=C/C2C=CC=CC=2)=O)=CC=1.C1C=CC(/C=C/C(/C=C/C2C=CC=CC=2)=O)=CC=1.[Pd].[Pd]. The product is [F:8][C:5]1[CH:6]=[CH:7][C:2]([C:15]#[N:17])=[N:3][CH:4]=1. The yield is 0.720. (5) The catalyst is C(Cl)Cl.C(OCC)C. The yield is 0.860. The reactants are [CH3:1][S:2]([OH:5])(=[O:4])=[O:3].[Cl:6][C:7]1[N:11]2[CH:12]=[CH:13][CH:14]=[CH:15][C:10]2=[N:9][C:8]=1[CH2:16][O:17][C:18]1[CH:23]=[CH:22][C:21]([C:24]2[C:25](=[O:39])[C:26]([CH3:38])([CH3:37])[O:27][C:28]=2[C:29]2[CH:34]=[CH:33][C:32]([O:35][CH3:36])=[CH:31][CH:30]=2)=[CH:20][CH:19]=1. The product is [CH3:1][S:2]([OH:5])(=[O:4])=[O:3].[Cl:6][C:7]1[N:11]2[CH:12]=[CH:13][CH:14]=[CH:15][C:10]2=[N:9][C:8]=1[CH2:16][O:17][C:18]1[CH:19]=[CH:20][C:21]([C:24]2[C:25](=[O:39])[C:26]([CH3:37])([CH3:38])[O:27][C:28]=2[C:29]2[CH:34]=[CH:33][C:32]([O:35][CH3:36])=[CH:31][CH:30]=2)=[CH:22][CH:23]=1. (6) The yield is 0.780. The reactants are [CH2:1]=O.[CH2:3]1[CH2:9][O:8][CH2:7][CH2:6][NH:5][CH2:4]1.Cl.[CH3:11][C:12]1[CH:13]=[C:14]2[N:19]([CH:20]=1)[N:18]=[CH:17][N:16]=[C:15]2[NH2:21]. The product is [CH3:11][C:12]1[CH:13]=[C:14]2[N:19]([C:20]=1[CH2:1][N:5]1[CH2:4][CH2:3][CH2:9][O:8][CH2:7][CH2:6]1)[N:18]=[CH:17][N:16]=[C:15]2[NH2:21]. The catalyst is CC(O)=O. (7) The reactants are Cl.[F:2][C:3]1[CH:8]=[CH:7][C:6]([NH:9][NH2:10])=[C:5]([CH3:11])[CH:4]=1.C(N(CC)CC)C.FC(F)(F)C(O)=O.[Cl:26][C:27]1[C:32]2[O:33][CH2:34][C:35](=[O:37])[NH:36][C:31]=2[CH:30]=[C:29]([C:38](=O)[CH2:39][C:40](=O)[C:41]([F:44])([F:43])[F:42])[CH:28]=1. The catalyst is CC(O)C.C(OCC)(=O)C. The product is [Cl:26][C:27]1[C:32]2[O:33][CH2:34][C:35](=[O:37])[NH:36][C:31]=2[CH:30]=[C:29]([C:38]2[N:9]([C:6]3[CH:7]=[CH:8][C:3]([F:2])=[CH:4][C:5]=3[CH3:11])[N:10]=[C:40]([C:41]([F:44])([F:43])[F:42])[CH:39]=2)[CH:28]=1. The yield is 0.430.